This data is from Peptide-MHC class I binding affinity with 185,985 pairs from IEDB/IMGT. The task is: Regression. Given a peptide amino acid sequence and an MHC pseudo amino acid sequence, predict their binding affinity value. This is MHC class I binding data. (1) The peptide sequence is VTLFIDRGSI. The MHC is HLA-A02:01 with pseudo-sequence HLA-A02:01. The binding affinity (normalized) is 0.324. (2) The peptide sequence is LLLYQTFGR. The MHC is Patr-A0401 with pseudo-sequence Patr-A0401. The binding affinity (normalized) is 0.327. (3) The peptide sequence is KDTWLDARM. The MHC is HLA-A02:01 with pseudo-sequence HLA-A02:01. The binding affinity (normalized) is 0.00151. (4) The peptide sequence is RHYKRWPFY. The MHC is HLA-B15:09 with pseudo-sequence HLA-B15:09. The binding affinity (normalized) is 0.0847.